This data is from Human liver microsome stability data. The task is: Regression/Classification. Given a drug SMILES string, predict its absorption, distribution, metabolism, or excretion properties. Task type varies by dataset: regression for continuous measurements (e.g., permeability, clearance, half-life) or binary classification for categorical outcomes (e.g., BBB penetration, CYP inhibition). Dataset: hlm. The result is 1 (stable in human liver microsomes). The drug is O=C(NCc1ccccc1)c1ccc(N2CCC(S(=O)(=O)c3cccc(Cl)c3Cl)CC2)nn1.